This data is from Forward reaction prediction with 1.9M reactions from USPTO patents (1976-2016). The task is: Predict the product of the given reaction. Given the reactants O1CCCCC1[N:7]1[C:11]2[CH:12]=[CH:13][C:14]([CH2:16][NH:17][C:18]3[C:23]([C:24]#[N:25])=[CH:22][N:21]=[C:20]([NH:26][CH2:27][C:28]4[CH:33]=[CH:32][CH:31]=[CH:30][C:29]=4[O:34][C:35]([F:38])([F:37])[F:36])[N:19]=3)=[CH:15][C:10]=2[N:9]=[CH:8]1.[ClH:39], predict the reaction product. The product is: [ClH:39].[ClH:39].[NH:7]1[C:11]2[CH:12]=[CH:13][C:14]([CH2:16][NH:17][C:18]3[C:23]([C:24]#[N:25])=[CH:22][N:21]=[C:20]([NH:26][CH2:27][C:28]4[CH:33]=[CH:32][CH:31]=[CH:30][C:29]=4[O:34][C:35]([F:36])([F:37])[F:38])[N:19]=3)=[CH:15][C:10]=2[N:9]=[CH:8]1.